This data is from Forward reaction prediction with 1.9M reactions from USPTO patents (1976-2016). The task is: Predict the product of the given reaction. (1) Given the reactants [CH2:1]([O:5][C:6]1[N:14]=[C:13]2[C:9]([N:10]=[C:11]([O:24]C)[N:12]2[CH2:15][CH2:16][CH2:17][CH:18]2[CH2:23][CH2:22][NH:21][CH2:20][CH2:19]2)=[C:8]([NH2:26])[N:7]=1)[CH2:2][CH2:3][CH3:4].I[CH2:28][CH2:29][CH3:30], predict the reaction product. The product is: [NH2:26][C:8]1[N:7]=[C:6]([O:5][CH2:1][CH2:2][CH2:3][CH3:4])[N:14]=[C:13]2[C:9]=1[NH:10][C:11](=[O:24])[N:12]2[CH2:15][CH2:16][CH2:17][CH:18]1[CH2:23][CH2:22][N:21]([CH2:28][CH2:29][CH3:30])[CH2:20][CH2:19]1. (2) The product is: [C:21]([C:25]1[CH:29]=[C:28]([NH:30][C:31]([NH:1][C:2]2[CH:20]=[CH:19][CH:18]=[C:4]([O:5][C:6]3[C:15]4[N:14]=[C:13]([CH3:16])[C:12](=[O:17])[NH:11][C:10]=4[N:9]=[CH:8][CH:7]=3)[CH:3]=2)=[O:32])[N:27]([C:33]2[CH:38]=[CH:37][C:36]([CH3:39])=[CH:35][CH:34]=2)[N:26]=1)([CH3:24])([CH3:23])[CH3:22]. Given the reactants [NH2:1][C:2]1[CH:3]=[C:4]([CH:18]=[CH:19][CH:20]=1)[O:5][C:6]1[C:15]2[N:14]=[C:13]([CH3:16])[C:12](=[O:17])[NH:11][C:10]=2[N:9]=[CH:8][CH:7]=1.[C:21]([C:25]1[CH:29]=[C:28]([N:30]=[C:31]=[O:32])[N:27]([C:33]2[CH:38]=[CH:37][C:36]([CH3:39])=[CH:35][CH:34]=2)[N:26]=1)([CH3:24])([CH3:23])[CH3:22], predict the reaction product. (3) Given the reactants CC(C)(S([NH:6][CH:7]([C:16]1[C:21]([F:22])=[CH:20][CH:19]=[CH:18][C:17]=1[O:23][CH2:24][CH3:25])[CH2:8][CH:9]([CH3:15])[C:10]([O:12][CH2:13][CH3:14])=[O:11])=O)C.Cl.O1CCOCC1, predict the reaction product. The product is: [NH2:6][CH:7]([C:16]1[C:21]([F:22])=[CH:20][CH:19]=[CH:18][C:17]=1[O:23][CH2:24][CH3:25])[CH2:8][CH:9]([CH3:15])[C:10]([O:12][CH2:13][CH3:14])=[O:11]. (4) Given the reactants [Cl:1][C:2]1[CH:7]=[C:6]([CH2:8][O:9][C:10]2[CH:19]=[C:18]3[C:13]([C:14](=O)[NH:15][CH:16]=[N:17]3)=[CH:12][C:11]=2[O:21][CH3:22])[CH:5]=[CH:4][N:3]=1.P(Cl)(Cl)(Cl)=O.CN(C)C1C=CC=CC=1.[F:37][C:38]1[CH:44]=[C:43]([CH3:45])[C:42]([OH:46])=[CH:41][C:39]=1[NH2:40], predict the reaction product. The product is: [ClH:1].[Cl:1][C:2]1[CH:7]=[C:6]([CH2:8][O:9][C:10]2[CH:19]=[C:18]3[C:13]([C:14]([NH:40][C:39]4[CH:41]=[C:42]([OH:46])[C:43]([CH3:45])=[CH:44][C:38]=4[F:37])=[N:15][CH:16]=[N:17]3)=[CH:12][C:11]=2[O:21][CH3:22])[CH:5]=[CH:4][N:3]=1. (5) The product is: [CH3:4][C:5]1[CH:29]=[C:28]([C:30]([N:32]2[CH2:38][CH2:37][CH2:36][CH2:35][C:34]3[CH:39]=[CH:40][CH:41]=[CH:42][C:33]2=3)=[O:31])[CH:27]=[CH:26][C:6]=1[CH2:7][NH:8][C:9]([N:11]1[C:20]2[C:15](=[CH:16][CH:17]=[CH:18][C:19]=2[F:21])[N:14]([CH2:22][CH2:23][NH:46][CH3:43])[C:13](=[O:25])[CH2:12]1)=[O:10]. Given the reactants Cl.CN.[CH3:4][C:5]1[CH:29]=[C:28]([C:30]([N:32]2[CH2:38][CH2:37][CH2:36][CH2:35][C:34]3[CH:39]=[CH:40][CH:41]=[CH:42][C:33]2=3)=[O:31])[CH:27]=[CH:26][C:6]=1[CH2:7][NH:8][C:9]([N:11]1[C:20]2[C:15](=[CH:16][CH:17]=[CH:18][C:19]=2[F:21])[N:14]([CH2:22][CH:23]=O)[C:13](=[O:25])[CH2:12]1)=[O:10].[CH:43]([N:46](C(C)C)CC)(C)C.C([BH3-])#N.[Na+], predict the reaction product. (6) Given the reactants [C:1]1([C:7]([C:28]2[CH:33]=[CH:32][CH:31]=[CH:30][CH:29]=2)([C:22]2[CH:27]=[CH:26][CH:25]=[CH:24][CH:23]=2)[O:8][CH2:9][C@H:10]([OH:21])[CH2:11][S:12][C:13]2[CH:18]=[CH:17][CH:16]=[CH:15][C:14]=2[O:19][CH3:20])[CH:6]=[CH:5][CH:4]=[CH:3][CH:2]=1.[H-].[Na+].[CH3:36]I, predict the reaction product. The product is: [C:28]1([C:7]([C:1]2[CH:2]=[CH:3][CH:4]=[CH:5][CH:6]=2)([C:22]2[CH:23]=[CH:24][CH:25]=[CH:26][CH:27]=2)[O:8][CH2:9][C@H:10]([O:21][CH3:36])[CH2:11][S:12][C:13]2[CH:18]=[CH:17][CH:16]=[CH:15][C:14]=2[O:19][CH3:20])[CH:29]=[CH:30][CH:31]=[CH:32][CH:33]=1. (7) Given the reactants [Cl:1][C:2]1[CH:19]=[C:18]([F:20])[CH:17]=[CH:16][C:3]=1[C:4]([NH:6][C:7]1[CH:12]=[CH:11][CH:10]=[C:9]([N+:13]([O-])=O)[CH:8]=1)=[O:5].O.O.Cl[Sn]Cl.Cl.[OH-].[NH4+], predict the reaction product. The product is: [NH2:13][C:9]1[CH:8]=[C:7]([NH:6][C:4](=[O:5])[C:3]2[CH:16]=[CH:17][C:18]([F:20])=[CH:19][C:2]=2[Cl:1])[CH:12]=[CH:11][CH:10]=1. (8) Given the reactants Cl[C:2]1[C:3]([CH2:8][OH:9])=[N:4][CH:5]=[CH:6][N:7]=1.[CH:10]([N:13]1[C:17](B2OC(C)(C)C(C)(C)O2)=[CH:16][CH:15]=[N:14]1)([CH3:12])[CH3:11].C([O-])([O-])=O.[K+].[K+].O1CCOCC1, predict the reaction product. The product is: [CH:10]([N:13]1[C:17]([C:2]2[C:3]([CH2:8][OH:9])=[N:4][CH:5]=[CH:6][N:7]=2)=[CH:16][CH:15]=[N:14]1)([CH3:12])[CH3:11]. (9) Given the reactants [NH2:1][C:2]1[N:11]=[C:10]([C:12]([N:14]2[CH2:22][C:21]3[C:16](=[CH:17][CH:18]=[CH:19][CH:20]=3)[CH2:15]2)=[O:13])[C:9]2[C:4](=[CH:5][CH:6]=[C:7]([C:23]3[CH:30]=[CH:29][CH:28]=[CH:27][C:24]=3[CH:25]=O)[CH:8]=2)[N:3]=1.Cl.[F:32][C@H:33]1[CH2:37][CH2:36][NH:35][CH2:34]1.C(O[BH-](OC(=O)C)OC(=O)C)(=O)C.[Na+].O, predict the reaction product. The product is: [NH2:1][C:2]1[N:11]=[C:10]([C:12]([N:14]2[CH2:15][C:16]3[C:21](=[CH:20][CH:19]=[CH:18][CH:17]=3)[CH2:22]2)=[O:13])[C:9]2[C:4](=[CH:5][CH:6]=[C:7]([C:23]3[CH:30]=[CH:29][CH:28]=[CH:27][C:24]=3[CH2:25][N:35]3[CH2:36][CH2:37][C@H:33]([F:32])[CH2:34]3)[CH:8]=2)[N:3]=1.